Dataset: Forward reaction prediction with 1.9M reactions from USPTO patents (1976-2016). Task: Predict the product of the given reaction. (1) Given the reactants [C:1]1([CH:7]2[O:11][N:10]=[C:9]([C:12]3[N:13]=[C:14]([CH:17]4[CH2:22][CH2:21][N:20]([C:23](=O)[CH2:24][N:25]5[C:29]([CH3:30])=[CH:28][C:27]([C:31]([F:34])([F:33])[F:32])=[N:26]5)[CH2:19][CH2:18]4)[S:15][CH:16]=3)[CH2:8]2)[CH:6]=[CH:5][CH:4]=[CH:3][CH:2]=1.P12(SP3(SP(SP(S3)(S1)=S)(=S)S2)=S)=[S:37], predict the reaction product. The product is: [C:1]1([CH:7]2[O:11][N:10]=[C:9]([C:12]3[N:13]=[C:14]([CH:17]4[CH2:22][CH2:21][N:20]([C:23](=[S:37])[CH2:24][N:25]5[C:29]([CH3:30])=[CH:28][C:27]([C:31]([F:34])([F:33])[F:32])=[N:26]5)[CH2:19][CH2:18]4)[S:15][CH:16]=3)[CH2:8]2)[CH:6]=[CH:5][CH:4]=[CH:3][CH:2]=1. (2) Given the reactants [CH3:1][O:2][C:3](=[O:22])[C:4]1[C:9](Cl)=[CH:8][C:7]([CH3:11])=[N:6][C:5]=1[O:12][C:13]1[C:18]([CH3:19])=[CH:17][C:16]([Cl:20])=[CH:15][C:14]=1[CH3:21].[NH2:23][C@@H:24]([CH2:27][CH3:28])[CH2:25][OH:26], predict the reaction product. The product is: [CH3:1][O:2][C:3](=[O:22])[C:4]1[C:9]([NH:23][CH:24]([CH2:25][OH:26])[CH2:27][CH3:28])=[CH:8][C:7]([CH3:11])=[N:6][C:5]=1[O:12][C:13]1[C:18]([CH3:19])=[CH:17][C:16]([Cl:20])=[CH:15][C:14]=1[CH3:21].